This data is from Catalyst prediction with 721,799 reactions and 888 catalyst types from USPTO. The task is: Predict which catalyst facilitates the given reaction. (1) Reactant: [Br:1][C:2]1[CH:3]=[N:4][C:5]([NH:8][C:9](=[O:34])[C:10]2[CH:15]=[CH:14][C:13]([C:16]3[CH2:20][C:19]([C:25]4[CH:30]=[C:29]([Cl:31])[CH:28]=[C:27]([Cl:32])[CH:26]=4)([C:21]([F:24])([F:23])[F:22])[O:18][N:17]=3)=[CH:12][C:11]=2[CH3:33])=[N:6][CH:7]=1.C(N(CC)CC)C.[C:42](Cl)(=[O:46])[CH:43]([CH3:45])[CH3:44].O. Product: [Br:1][C:2]1[CH:7]=[N:6][C:5]([N:8]([C:42](=[O:46])[CH:43]([CH3:45])[CH3:44])[C:9](=[O:34])[C:10]2[CH:15]=[CH:14][C:13]([C:16]3[CH2:20][C:19]([C:25]4[CH:26]=[C:27]([Cl:32])[CH:28]=[C:29]([Cl:31])[CH:30]=4)([C:21]([F:23])([F:24])[F:22])[O:18][N:17]=3)=[CH:12][C:11]=2[CH3:33])=[N:4][CH:3]=1. The catalyst class is: 367. (2) Reactant: [Br:1][C:2]1[CH:3]=[CH:4][C:5]2[N:9]=[C:8](Cl)[NH:7][C:6]=2[CH:11]=1.[CH2:12]([N:14](CC)CC)C.Cl.CN. Product: [Br:1][C:2]1[CH:3]=[CH:4][C:5]2[N:9]=[C:8]([NH:14][CH3:12])[NH:7][C:6]=2[CH:11]=1. The catalyst class is: 60. (3) Reactant: C[O:2][C:3](=[O:25])[CH2:4][C:5]1[C:9]2[CH:10]=[CH:11][C:12]([O:15][CH2:16][C:17]3[CH:22]=[CH:21][C:20]([Cl:23])=[CH:19][C:18]=3[Cl:24])=[C:13]([Cl:14])[C:8]=2[O:7][CH:6]=1.CO.[OH-].[Na+]. Product: [Cl:14][C:13]1[C:8]2[O:7][CH:6]=[C:5]([CH2:4][C:3]([OH:25])=[O:2])[C:9]=2[CH:10]=[CH:11][C:12]=1[O:15][CH2:16][C:17]1[CH:22]=[CH:21][C:20]([Cl:23])=[CH:19][C:18]=1[Cl:24]. The catalyst class is: 1. (4) Reactant: P([O-])(O)(O)=O.[Na+].Cl([O-])=O.[Na+].[OH:11]O.[CH3:13][O:14][C:15]1[C:16]([CH3:44])=[C:17]([C:35]([O:42][CH3:43])=[C:36]([O:40][CH3:41])[C:37]=1[O:38][CH3:39])[CH2:18][C:19]1[CH:20]=[CH:21][C:22]([O:27][CH2:28][C:29]2[CH:34]=[CH:33][CH:32]=[CH:31][CH:30]=2)=[C:23]([CH:26]=1)[CH:24]=[O:25]. Product: [CH3:13][O:14][C:15]1[C:16]([CH3:44])=[C:17]([C:35]([O:42][CH3:43])=[C:36]([O:40][CH3:41])[C:37]=1[O:38][CH3:39])[CH2:18][C:19]1[CH:20]=[CH:21][C:22]([O:27][CH2:28][C:29]2[CH:34]=[CH:33][CH:32]=[CH:31][CH:30]=2)=[C:23]([CH:26]=1)[C:24]([OH:11])=[O:25]. The catalyst class is: 192. (5) Reactant: CC(C)([O-])C.[K+].[CH3:7][C:8]1([CH3:24])[O:13][C:12]2[CH:14]=[CH:15][C:16]([C@H:18]3[O:22][C:21](=[O:23])[NH:20][CH2:19]3)=[CH:17][C:11]=2[CH2:10][O:9]1.Br[CH2:26][CH2:27][CH2:28][CH2:29][CH2:30][CH2:31][O:32][CH2:33][CH2:34][O:35][CH2:36][C:37]1[C:42]([Cl:43])=[CH:41][CH:40]=[CH:39][C:38]=1[Cl:44]. Product: [Cl:43][C:42]1[CH:41]=[CH:40][CH:39]=[C:38]([Cl:44])[C:37]=1[CH2:36][O:35][CH2:34][CH2:33][O:32][CH2:31][CH2:30][CH2:29][CH2:28][CH2:27][CH2:26][N:20]1[CH2:19][C@@H:18]([C:16]2[CH:15]=[CH:14][C:12]3[O:13][C:8]([CH3:24])([CH3:7])[O:9][CH2:10][C:11]=3[CH:17]=2)[O:22][C:21]1=[O:23]. The catalyst class is: 3. (6) The catalyst class is: 6. Product: [F:1][C:2]([F:22])([F:23])[CH:3]([NH:4][C:5]1[CH:10]=[CH:9][CH:8]=[CH:7][CH:6]=1)[CH2:11][C:12]([OH:14])=[O:13]. Reactant: [F:1][C:2]([F:23])([F:22])[CH:3]([CH:11](C(OCC)=O)[C:12]([O:14]CC)=[O:13])[NH:4][C:5]1[CH:10]=[CH:9][CH:8]=[CH:7][CH:6]=1.[OH-].[Na+].C(O)C. (7) Reactant: [C:1]([O:5][C:6]([N:8]1[CH2:12][CH2:11][C@H:10]([NH:13][C:14]2[N:22]=[CH:21][N:20]=[C:19]3[C:15]=2[N:16]=[C:17]([C:25]([O:27]C)=O)[N:18]3[CH2:23][CH3:24])[CH2:9]1)=[O:7])([CH3:4])([CH3:3])[CH3:2].[NH3:29]. The catalyst class is: 1. Product: [C:25]([C:17]1[N:18]([CH2:23][CH3:24])[C:19]2[C:15]([N:16]=1)=[C:14]([NH:13][C@H:10]1[CH2:11][CH2:12][N:8]([C:6]([O:5][C:1]([CH3:4])([CH3:2])[CH3:3])=[O:7])[CH2:9]1)[N:22]=[CH:21][N:20]=2)(=[O:27])[NH2:29]. (8) The catalyst class is: 123. Reactant: [CH2:1]([C@H:8]1[N:13]([C:14](=[O:36])[CH2:15][CH2:16][C:17]2[CH:22]=[CH:21][CH:20]=[CH:19][C:18]=2[O:23][C:24]2[CH:29]=[CH:28][CH:27]=[CH:26][C:25]=2/[CH:30]=[CH:31]/[C:32]([O:34][CH3:35])=[O:33])[CH2:12][CH2:11][N:10]([C:37]([O:39][C:40]([CH3:43])([CH3:42])[CH3:41])=[O:38])[CH2:9]1)[C:2]1[CH:7]=[CH:6][CH:5]=[CH:4][CH:3]=1. Product: [CH2:1]([C@H:8]1[N:13]([C:14](=[O:36])[CH2:15][CH2:16][C:17]2[CH:22]=[CH:21][CH:20]=[CH:19][C:18]=2[O:23][C:24]2[CH:29]=[CH:28][CH:27]=[CH:26][C:25]=2[CH2:30][CH2:31][C:32]([O:34][CH3:35])=[O:33])[CH2:12][CH2:11][N:10]([C:37]([O:39][C:40]([CH3:43])([CH3:42])[CH3:41])=[O:38])[CH2:9]1)[C:2]1[CH:7]=[CH:6][CH:5]=[CH:4][CH:3]=1.